This data is from Peptide-MHC class I binding affinity with 185,985 pairs from IEDB/IMGT. The task is: Regression. Given a peptide amino acid sequence and an MHC pseudo amino acid sequence, predict their binding affinity value. This is MHC class I binding data. (1) The peptide sequence is YNYSLTLEW. The MHC is HLA-A26:01 with pseudo-sequence HLA-A26:01. The binding affinity (normalized) is 0.213. (2) The peptide sequence is AFHHVAREL. The MHC is HLA-B15:03 with pseudo-sequence HLA-B15:03. The binding affinity (normalized) is 0.0757. (3) The peptide sequence is PEIRRWIIF. The MHC is HLA-B07:02 with pseudo-sequence HLA-B07:02. The binding affinity (normalized) is 0.0847. (4) The MHC is HLA-A68:02 with pseudo-sequence HLA-A68:02. The binding affinity (normalized) is 0.200. The peptide sequence is LVITYCLVT. (5) The MHC is HLA-B44:02 with pseudo-sequence HLA-B44:02. The binding affinity (normalized) is 0.780. The peptide sequence is IENATFFIF. (6) The peptide sequence is AAYYFMKFR. The MHC is HLA-A11:01 with pseudo-sequence HLA-A11:01. The binding affinity (normalized) is 0.644. (7) The peptide sequence is SEAAYAKKI. The MHC is HLA-B35:03 with pseudo-sequence HLA-B35:03. The binding affinity (normalized) is 0. (8) The peptide sequence is HVIQNAFRK. The MHC is HLA-B39:01 with pseudo-sequence HLA-B39:01. The binding affinity (normalized) is 0.213. (9) The binding affinity (normalized) is 0.225. The MHC is Mamu-A2201 with pseudo-sequence Mamu-A2201. The peptide sequence is IVIYIVQML. (10) The peptide sequence is FAILKCNDKT. The MHC is H-2-Kb with pseudo-sequence H-2-Kb. The binding affinity (normalized) is 0.0543.